Dataset: NCI-60 drug combinations with 297,098 pairs across 59 cell lines. Task: Regression. Given two drug SMILES strings and cell line genomic features, predict the synergy score measuring deviation from expected non-interaction effect. (1) Drug 1: CC12CCC3C(C1CCC2O)C(CC4=C3C=CC(=C4)O)CCCCCCCCCS(=O)CCCC(C(F)(F)F)(F)F. Drug 2: C1CN(CCN1C(=O)CCBr)C(=O)CCBr. Cell line: HCC-2998. Synergy scores: CSS=7.22, Synergy_ZIP=-1.99, Synergy_Bliss=-1.19, Synergy_Loewe=-5.88, Synergy_HSA=-3.75. (2) Drug 1: C1CCC(C(C1)N)N.C(=O)(C(=O)[O-])[O-].[Pt+4]. Drug 2: C1C(C(OC1N2C=NC(=NC2=O)N)CO)O. Cell line: SN12C. Synergy scores: CSS=25.1, Synergy_ZIP=-5.81, Synergy_Bliss=-3.69, Synergy_Loewe=0.575, Synergy_HSA=1.60. (3) Drug 1: C1=NC(=NC(=O)N1C2C(C(C(O2)CO)O)O)N. Drug 2: CC1=C(C(=CC=C1)Cl)NC(=O)C2=CN=C(S2)NC3=CC(=NC(=N3)C)N4CCN(CC4)CCO. Cell line: SNB-75. Synergy scores: CSS=8.80, Synergy_ZIP=-2.80, Synergy_Bliss=0.589, Synergy_Loewe=-1.37, Synergy_HSA=0.709.